Dataset: Cav3 T-type calcium channel HTS with 100,875 compounds. Task: Binary Classification. Given a drug SMILES string, predict its activity (active/inactive) in a high-throughput screening assay against a specified biological target. The compound is Fc1c(C2(CCCC2)C(OCC(=O)c2c(n(c(=O)n(c2=O)C)C)N)=O)cccc1. The result is 0 (inactive).